From a dataset of Forward reaction prediction with 1.9M reactions from USPTO patents (1976-2016). Predict the product of the given reaction. Given the reactants ClC1C=CC(C(N)C(N)CCC)=CC=1.Cl.C(OC1C=C(OC)C=CC=1C(=N)OCC)C.[Cl:32][C:33]1[CH:38]=[CH:37][C:36]([CH:39]2[NH:43][C:42]([C:44]3[CH:49]=[CH:48][C:47]([O:50][CH3:51])=[CH:46][C:45]=3[O:52][CH2:53][CH3:54])=[N:41][CH:40]2[CH2:55][CH:56]2CCC[CH2:57]2)=[CH:35][CH:34]=1, predict the reaction product. The product is: [Cl:32][C:33]1[CH:34]=[CH:35][C:36]([CH:39]2[NH:43][C:42]([C:44]3[CH:49]=[CH:48][C:47]([O:50][CH3:51])=[CH:46][C:45]=3[O:52][CH2:53][CH3:54])=[N:41][CH:40]2[CH2:55][CH2:56][CH3:57])=[CH:37][CH:38]=1.